Dataset: NCI-60 drug combinations with 297,098 pairs across 59 cell lines. Task: Regression. Given two drug SMILES strings and cell line genomic features, predict the synergy score measuring deviation from expected non-interaction effect. Drug 1: CCC1(CC2CC(C3=C(CCN(C2)C1)C4=CC=CC=C4N3)(C5=C(C=C6C(=C5)C78CCN9C7C(C=CC9)(C(C(C8N6C)(C(=O)OC)O)OC(=O)C)CC)OC)C(=O)OC)O.OS(=O)(=O)O. Drug 2: C1CNP(=O)(OC1)N(CCCl)CCCl. Cell line: SW-620. Synergy scores: CSS=-0.507, Synergy_ZIP=0.778, Synergy_Bliss=1.63, Synergy_Loewe=1.52, Synergy_HSA=1.05.